This data is from Catalyst prediction with 721,799 reactions and 888 catalyst types from USPTO. The task is: Predict which catalyst facilitates the given reaction. Product: [CH3:61][O:60][C:57]1[N:56]=[N:55][C:54]([N:37]2[C:38]([C:40]3[CH:44]=[CH:43][NH:42][CH:41]=3)=[CH:39][C:35]([C:33]([OH:34])=[O:32])=[N:36]2)=[CH:59][CH:58]=1. The catalyst class is: 111. Reactant: COC(C1C=C(C2C=CN(S(C3C=CC=CC=3)(=O)=O)C=2)N(C2N=NC(Cl)=CC=2)N=1)=O.C[O:32][C:33]([C:35]1[CH:39]=[C:38]([C:40]2[CH:44]=[CH:43][N:42](S(C3C=CC=CC=3)(=O)=O)[CH:41]=2)[N:37]([C:54]2[N:55]=[N:56][C:57]([O:60][CH3:61])=[CH:58][CH:59]=2)[N:36]=1)=[O:34].C[O-].[Na+].[OH-].[Na+].Cl.